From a dataset of Forward reaction prediction with 1.9M reactions from USPTO patents (1976-2016). Predict the product of the given reaction. (1) Given the reactants [CH2:1]([O:8][CH2:9][C@H:10]1[O:15][C:14]2[CH:16]=[C:17]([CH2:20][CH2:21]Br)[CH:18]=[CH:19][C:13]=2[O:12][CH2:11]1)[C:2]1[CH:7]=[CH:6][CH:5]=[CH:4][CH:3]=1.[NH2:23][CH2:24][C@@H:25]([C:27]1[CH:28]=[CH:29][C:30]([O:36][CH2:37][O:38][CH2:39][CH2:40][Si:41]([CH3:44])([CH3:43])[CH3:42])=[C:31]([NH:33][CH:34]=[O:35])[CH:32]=1)[OH:26].C(N(CC)C(C)C)(C)C, predict the reaction product. The product is: [CH2:1]([O:8][CH2:9][C@@H:10]1[CH2:11][O:12][C:13]2[CH:19]=[CH:18][C:17]([CH2:20][CH2:21][NH:23][CH2:24][C@@H:25]([C:27]3[CH:28]=[CH:29][C:30]([O:36][CH2:37][O:38][CH2:39][CH2:40][Si:41]([CH3:44])([CH3:43])[CH3:42])=[C:31]([NH:33][CH:34]=[O:35])[CH:32]=3)[OH:26])=[CH:16][C:14]=2[O:15]1)[C:2]1[CH:7]=[CH:6][CH:5]=[CH:4][CH:3]=1. (2) Given the reactants [C:1]([C:3]1[CH:22]=[CH:21][C:6]([CH2:7]N2CCN(C(OC(C)(C)C)=O)CC2)=[CH:5][CH:4]=1)#[N:2].[C:23]([N:30]1[CH:34]=[CH:33][N:32]=[CH:31]1)([N:25]1C=CN=C1)=[S:24].[CH2:35](Cl)Cl, predict the reaction product. The product is: [C:1]([C:3]1[CH:22]=[CH:21][C:6]([CH2:7][N:32]2[CH2:33][CH2:34][N:30]([C:23](=[S:24])[NH2:25])[CH2:35][CH2:31]2)=[CH:5][CH:4]=1)#[N:2]. (3) Given the reactants [CH2:1]([O:3][C:4](=[O:19])[CH2:5][C:6]1[C:15]2[C:10](=[CH:11][C:12]([O:16]C)=[CH:13][CH:14]=2)[CH:9]=[CH:8][C:7]=1[Cl:18])[CH3:2].B(Br)(Br)Br, predict the reaction product. The product is: [CH2:1]([O:3][C:4](=[O:19])[CH2:5][C:6]1[C:15]2[C:10](=[CH:11][C:12]([OH:16])=[CH:13][CH:14]=2)[CH:9]=[CH:8][C:7]=1[Cl:18])[CH3:2]. (4) The product is: [CH3:32][C:27]1([CH3:33])[C:28]([CH3:31])([CH3:30])[O:29][B:25]([C:10]2[C:9]3[C:4](=[CH:5][CH:6]=[C:7]([C:20]([O:22][CH3:23])=[O:21])[CH:8]=3)[O:3][CH2:2][CH:11]=2)[O:26]1. Given the reactants C[C:2]1(C)[CH:11]=[C:10](OS(C(F)(F)F)(=O)=O)[C:9]2[C:4](=[CH:5][CH:6]=[C:7]([C:20]([O:22][CH3:23])=[O:21])[CH:8]=2)[O:3]1.[B:25]1([B:25]2[O:29][C:28]([CH3:31])([CH3:30])[C:27]([CH3:33])([CH3:32])[O:26]2)[O:29][C:28]([CH3:31])([CH3:30])[C:27]([CH3:33])([CH3:32])[O:26]1.C1(P(C2C=CC=CC=2)C2C=CC=CC=2)C=CC=CC=1.C([O-])(=O)C.[K+], predict the reaction product.